The task is: Predict the product of the given reaction.. This data is from Forward reaction prediction with 1.9M reactions from USPTO patents (1976-2016). (1) Given the reactants Cl[C:2]1[C:7]([O:8][CH2:9][CH2:10][O:11][C:12]2[CH:17]=[CH:16][C:15]([Cl:18])=[CH:14][CH:13]=2)=[N:6][CH:5]=[CH:4][N:3]=1.[CH2:19]([N:21]1[CH2:26][CH2:25][NH:24][CH2:23][CH2:22]1)[CH3:20], predict the reaction product. The product is: [CH2:19]([N:21]1[CH2:26][CH2:25][N:24]([C:2]2[C:7]([O:8][CH2:9][CH2:10][O:11][C:12]3[CH:17]=[CH:16][C:15]([Cl:18])=[CH:14][CH:13]=3)=[N:6][CH:5]=[CH:4][N:3]=2)[CH2:23][CH2:22]1)[CH3:20]. (2) Given the reactants [CH3:1][O:2][CH2:3][C:4]1[C:9]([CH:10]=[CH2:11])=[CH:8][CH:7]=[CH:6][C:5]=1[N:12]1[C:16](=[O:17])[N:15]([CH3:18])[N:14]=[N:13]1, predict the reaction product. The product is: [CH3:1][O:2][CH2:3][C:4]1[C:9]([CH2:10][CH3:11])=[CH:8][CH:7]=[CH:6][C:5]=1[N:12]1[C:16](=[O:17])[N:15]([CH3:18])[N:14]=[N:13]1. (3) Given the reactants C(Cl)Cl.C[O:5][C:6]1[CH:7]=[CH:8][C:9]2[C:21](=[O:22])[C:20]3[C:19]4[CH:18]=[CH:17][N:16]=[CH:15][C:14]=4[O:13][C:12]=3[C:11]([CH3:24])([CH3:23])[C:10]=2[CH:25]=1.B(Br)(Br)Br.C(=O)(O)[O-].[Na+], predict the reaction product. The product is: [OH:5][C:6]1[CH:7]=[CH:8][C:9]2[C:21](=[O:22])[C:20]3[C:19]4[CH:18]=[CH:17][N:16]=[CH:15][C:14]=4[O:13][C:12]=3[C:11]([CH3:23])([CH3:24])[C:10]=2[CH:25]=1. (4) Given the reactants [CH3:1][O:2][C:3](=[O:31])[CH2:4][CH2:5][C:6]1[CH:11]=[CH:10][C:9]([O:12][C:13]2[CH:18]=[CH:17][C:16]([CH:19]([NH:23][C:24]([O:26][C:27]([CH3:30])([CH3:29])[CH3:28])=[O:25])[C:20]([OH:22])=O)=[CH:15][CH:14]=2)=[CH:8][CH:7]=1.[CH2:32]([N:34](CC)[CH2:35]C)C.CN([P+](ON1N=NC2C=CC=CC1=2)(N(C)C)N(C)C)C.F[P-](F)(F)(F)(F)F.CNC, predict the reaction product. The product is: [CH3:1][O:2][C:3](=[O:31])[CH2:4][CH2:5][C:6]1[CH:7]=[CH:8][C:9]([O:12][C:13]2[CH:14]=[CH:15][C:16]([CH:19]([NH:23][C:24]([O:26][C:27]([CH3:29])([CH3:28])[CH3:30])=[O:25])[C:20](=[O:22])[N:34]([CH3:35])[CH3:32])=[CH:17][CH:18]=2)=[CH:10][CH:11]=1. (5) Given the reactants C([O:3][C:4](=[O:29])[CH2:5][C:6]1[C:7]([CH3:28])=[C:8]([S:15]([C:18]2[CH:27]=[CH:26][C:25]3[C:20](=[CH:21][CH:22]=[CH:23][CH:24]=3)[CH:19]=2)(=[O:17])=[O:16])[N:9]2[C:14]=1[CH:13]=[CH:12][CH:11]=[CH:10]2)C.C(=O)([O-])[O-].[K+].[K+].ClC1C=C(C=CC=1)C(OO)=O, predict the reaction product. The product is: [CH3:28][C:7]1[C:6]([CH2:5][C:4]([OH:29])=[O:3])=[C:14]2[N:9]([C:8]=1[S:15]([C:18]1[CH:27]=[CH:26][C:25]3[C:20](=[CH:21][CH:22]=[CH:23][CH:24]=3)[CH:19]=1)(=[O:17])=[O:16])[CH:10]=[CH:11][CH:12]=[CH:13]2. (6) Given the reactants [Cl:1][C:2]1[CH:7]=[CH:6][C:5]([S:8][C:9]2[N:13]([CH3:14])[C:12]([C:15]3[CH:20]=[CH:19][CH:18]=[CH:17][CH:16]=3)=[N:11][C:10]=2[C:21]2[CH:28]=[CH:27][C:24]([C:25]#[N:26])=[CH:23][CH:22]=2)=[CH:4][CH:3]=1.O[NH2:30].[C:31]([O-:34])([O-])=O.[K+].[K+], predict the reaction product. The product is: [Cl:1][C:2]1[CH:7]=[CH:6][C:5]([S:8][C:9]2[N:13]([CH3:14])[C:12]([C:15]3[CH:20]=[CH:19][CH:18]=[CH:17][CH:16]=3)=[N:11][C:10]=2[C:21]2[CH:22]=[CH:23][C:24]([C:25]3[N:30]=[CH:31][O:34][N:26]=3)=[CH:27][CH:28]=2)=[CH:4][CH:3]=1. (7) The product is: [CH3:33][S:34]([O:1][CH2:2][C@@H:3]1[CH2:8][CH2:7][CH2:6][CH2:5][C@@H:4]1[O:9][C:10]1[CH:22]=[CH:21][C:13]2[C:14]([C:17]([F:20])([F:19])[F:18])=[N:15][O:16][C:12]=2[C:11]=1[CH2:23][CH2:24][CH3:25])(=[O:36])=[O:35]. Given the reactants [OH:1][CH2:2][C@H:3]1[CH2:8][CH2:7][CH2:6][CH2:5][C@H:4]1[O:9][C:10]1[CH:22]=[CH:21][C:13]2[C:14]([C:17]([F:20])([F:19])[F:18])=[N:15][O:16][C:12]=2[C:11]=1[CH2:23][CH2:24][CH3:25].CCN(CC)CC.[CH3:33][S:34](Cl)(=[O:36])=[O:35], predict the reaction product.